Dataset: Catalyst prediction with 721,799 reactions and 888 catalyst types from USPTO. Task: Predict which catalyst facilitates the given reaction. (1) Reactant: C(OC([NH:8][N:9]([C:13]([C:15]1[N:24]=[C:23]2[N:17]([CH2:18][CH2:19][O:20][C:21]3[CH:28]=[C:27]([Br:29])[CH:26]=[CH:25][C:22]=32)[CH:16]=1)=[O:14])[CH:10]([CH3:12])[CH3:11])=O)(C)(C)C.[ClH:30].O1CCOCC1. Product: [ClH:30].[ClH:30].[CH:10]([N:9]([C:13]([C:15]1[N:24]=[C:23]2[N:17]([CH2:18][CH2:19][O:20][C:21]3[CH:28]=[C:27]([Br:29])[CH:26]=[CH:25][C:22]=32)[CH:16]=1)=[O:14])[NH2:8])([CH3:12])[CH3:11]. The catalyst class is: 5. (2) The catalyst class is: 114. Reactant: [Cl:1][C:2]1[CH:7]=[CH:6][C:5]([C:8](=O)[CH2:9][C:10]([O:12]CC)=O)=[CH:4][C:3]=1[O:16][CH2:17][CH3:18].CC1C=CC(S(O)(=O)=O)=CC=1.[CH2:30]([C:32]1[O:36][C:35]([C:37]2[CH:38]=[N:39][NH:40][C:41]=2[NH2:42])=[N:34][CH:33]=1)[CH3:31]. Product: [Cl:1][C:2]1[CH:7]=[CH:6][C:5]([C:8]2[NH:42][C:41]3[N:40]([N:39]=[CH:38][C:37]=3[C:35]3[O:36][C:32]([CH2:30][CH3:31])=[CH:33][N:34]=3)[C:10](=[O:12])[CH:9]=2)=[CH:4][C:3]=1[O:16][CH2:17][CH3:18]. (3) Reactant: [Br:1]N1C(=O)CCC1=O.[C:9]([O:13][C:14](=[O:28])[NH:15][N:16]1[C:25]([CH3:26])=[CH:24][C:23]2[C:18](=[CH:19][N:20]=[CH:21][CH:22]=2)[C:17]1=[O:27])([CH3:12])([CH3:11])[CH3:10].O. Product: [C:9]([O:13][C:14](=[O:28])[NH:15][N:16]1[C:25]([CH3:26])=[C:24]([Br:1])[C:23]2[C:18](=[CH:19][N:20]=[CH:21][CH:22]=2)[C:17]1=[O:27])([CH3:12])([CH3:10])[CH3:11]. The catalyst class is: 9. (4) Reactant: [NH2:1][C:2]1[CH:7]=[CH:6][CH:5]=[CH:4][N:3]=1.Br[CH2:9][C:10]([C:12]1[CH:17]=[CH:16][C:15]([N+:18]([O-:20])=[O:19])=[CH:14][CH:13]=1)=O.C(=O)(O)[O-].[Na+]. Product: [N+:18]([C:15]1[CH:16]=[CH:17][C:12]([C:10]2[N:1]=[C:2]3[CH:7]=[CH:6][CH:5]=[CH:4][N:3]3[CH:9]=2)=[CH:13][CH:14]=1)([O-:20])=[O:19]. The catalyst class is: 14. (5) Reactant: [C:1]([O:5][C:6]([N:8]1[CH2:13][CH2:12][C:11]([C:15]2[S:16][CH:17]=[C:18]([CH2:20][OH:21])[N:19]=2)([CH3:14])[CH2:10][CH2:9]1)=[O:7])([CH3:4])([CH3:3])[CH3:2].[CH3:22][S:23](Cl)(=[O:25])=[O:24].C(N(CC)CC)C. Product: [C:1]([O:5][C:6]([N:8]1[CH2:9][CH2:10][C:11]([C:15]2[S:16][CH:17]=[C:18]([CH2:20][O:21][S:23]([CH3:22])(=[O:25])=[O:24])[N:19]=2)([CH3:14])[CH2:12][CH2:13]1)=[O:7])([CH3:2])([CH3:3])[CH3:4]. The catalyst class is: 91. (6) Reactant: [CH3:1][CH:2]([O:6][C:7]1[N:15]=[C:14]2[C:10]([N:11]=[C:12]([O:23]C)[N:13]2[CH2:16][CH:17]2[CH2:22][CH2:21][O:20][CH2:19][CH2:18]2)=[C:9]([NH2:25])[N:8]=1)[CH2:3][CH2:4][CH3:5].Cl.[OH-].[Na+]. Product: [NH2:25][C:9]1[N:8]=[C:7]([O:6][CH:2]([CH3:1])[CH2:3][CH2:4][CH3:5])[N:15]=[C:14]2[C:10]=1[NH:11][C:12](=[O:23])[N:13]2[CH2:16][CH:17]1[CH2:18][CH2:19][O:20][CH2:21][CH2:22]1. The catalyst class is: 71.